Dataset: Full USPTO retrosynthesis dataset with 1.9M reactions from patents (1976-2016). Task: Predict the reactants needed to synthesize the given product. (1) Given the product [N:25]1([CH2:24][CH2:23][O:1][C:2]2[CH:7]=[CH:6][C:5]([C:8]34[NH:20][CH2:19][CH2:18][N:9]3[C:10](=[O:17])[C:11]3[N:12]([CH:14]=[CH:15][CH:16]=3)[CH2:13]4)=[CH:4][CH:3]=2)[CH2:30][CH2:29][O:28][CH2:27][CH2:26]1, predict the reactants needed to synthesize it. The reactants are: [OH:1][C:2]1[CH:7]=[CH:6][C:5]([C:8]23[NH:20][CH2:19][CH2:18][N:9]2[C:10](=[O:17])[C:11]2[N:12]([CH:14]=[CH:15][CH:16]=2)[CH2:13]3)=[CH:4][CH:3]=1.Cl.Cl[CH2:23][CH2:24][N:25]1[CH2:30][CH2:29][O:28][CH2:27][CH2:26]1.C(=O)([O-])[O-].O. (2) Given the product [CH3:1][N:2]1[CH:11]([CH2:12][C:13]2[CH:18]=[CH:17][C:16]([O:19][CH3:20])=[CH:15][CH:14]=2)[C:10]2[C:5](=[CH:6][C:7]([O:23][CH3:24])=[C:8]([O:21][CH3:22])[CH:9]=2)[CH2:4][CH2:3]1.[CH2:40]=[O:43], predict the reactants needed to synthesize it. The reactants are: [CH3:1][N:2]1[CH:11]([CH2:12][C:13]2[CH:18]=[CH:17][C:16]([O:19][CH3:20])=[CH:15][CH:14]=2)[C:10]2[C:5](=[CH:6][C:7]([O:23][CH3:24])=[C:8]([O:21][CH3:22])[CH:9]=2)[CH2:4][CH2:3]1.CN1[C@H](CC2C=C[C:40]([O:43]C)=CC=2)C2C=C(OC3C=C(C[C@H]4N(C)CCC5C=C(OC)C(OC)=CC4=5)C=CC=3O)C(OC)=CC=2CC1.C=O. (3) Given the product [C:61]([N:41]1[CH2:40][CH2:39][C:38]([C:36]([N:33]2[CH2:34][CH2:35][C@:31]([C:28]3[CH:29]=[CH:30][C:25]([C:16]([O:15][CH2:14][C:13]4[C:12]([F:11])=[CH:59][CH:58]=[CH:57][C:56]=4[F:60])([C:17]([F:20])([F:19])[F:18])[C:21]([F:22])([F:24])[F:23])=[CH:26][CH:27]=3)([S:46]([C:49]3[CH:50]=[CH:51][C:52]([F:55])=[CH:53][CH:54]=3)(=[O:48])=[O:47])[CH2:32]2)=[O:37])([C:44]#[N:45])[CH2:43][CH2:42]1)(=[O:63])[CH3:62], predict the reactants needed to synthesize it. The reactants are: CCN(C(C)C)C(C)C.Cl.[F:11][C:12]1[CH:59]=[CH:58][CH:57]=[C:56]([F:60])[C:13]=1[CH2:14][O:15][C:16]([C:25]1[CH:30]=[CH:29][C:28]([C@:31]2([S:46]([C:49]3[CH:54]=[CH:53][C:52]([F:55])=[CH:51][CH:50]=3)(=[O:48])=[O:47])[CH2:35][CH2:34][N:33]([C:36]([C:38]3([C:44]#[N:45])[CH2:43][CH2:42][NH:41][CH2:40][CH2:39]3)=[O:37])[CH2:32]2)=[CH:27][CH:26]=1)([C:21]([F:24])([F:23])[F:22])[C:17]([F:20])([F:19])[F:18].[C:61](OC(=O)C)(=[O:63])[CH3:62]. (4) Given the product [C:45]1([O:44][P:43]([CH:52]([C:4]2[CH:7]=[CH:8][C:9]([N+:10]([O-:12])=[O:11])=[C:2]([OH:1])[CH:3]=2)[NH:53][C:54]2[CH:55]=[CH:56][CH:57]=[CH:58][CH:59]=2)(=[O:51])[O:42][C:36]2[CH:41]=[CH:40][CH:39]=[CH:38][CH:37]=2)[CH:50]=[CH:49][CH:48]=[CH:47][CH:46]=1, predict the reactants needed to synthesize it. The reactants are: [OH:1][C:2]1[CH:3]=[C:4]([CH:7]=[CH:8][C:9]=1[N+:10]([O-:12])=[O:11])C=O.NC1C=CC=CC=1.C1(OP([O-])OC2C=CC=CC=2)C=CC=CC=1.[C:36]1([O:42][P:43]([CH:52](C2C=CC=C(C)N=2)[NH:53][C:54]2[CH:59]=[CH:58][CH:57]=[CH:56][CH:55]=2)(=[O:51])[O:44][C:45]2[CH:50]=[CH:49][CH:48]=[CH:47][CH:46]=2)[CH:41]=[CH:40][CH:39]=[CH:38][CH:37]=1. (5) The reactants are: [CH3:1][S:2][C:3]1[C:8]2[CH:9]=[C:10]3[N:14]([C:7]=2[CH:6]=[CH:5][N:4]=1)[CH2:13][CH2:12][C:11]3=[O:15].[BH4-].[Na+]. Given the product [CH3:1][S:2][C:3]1[C:8]2[CH:9]=[C:10]3[N:14]([C:7]=2[CH:6]=[CH:5][N:4]=1)[CH2:13][CH2:12][CH:11]3[OH:15], predict the reactants needed to synthesize it. (6) Given the product [CH2:1]([O:3][C:4]1[CH:9]=[CH:8][C:7]([S:23]([Cl:22])(=[O:25])=[O:24])=[CH:6][C:5]=1[C:10]1[NH:15][C:14](=[O:16])[C:13]2=[C:17]([CH3:21])[N:18]=[C:19]([CH3:20])[N:12]2[N:11]=1)[CH3:2], predict the reactants needed to synthesize it. The reactants are: [CH2:1]([O:3][C:4]1[CH:9]=[CH:8][CH:7]=[CH:6][C:5]=1[C:10]1[NH:15][C:14](=[O:16])[C:13]2=[C:17]([CH3:21])[N:18]=[C:19]([CH3:20])[N:12]2[N:11]=1)[CH3:2].[Cl:22][S:23](O)(=[O:25])=[O:24]. (7) Given the product [Cl:1][C:2]1[CH:7]=[CH:6][C:5]([C:8]2[S:9][C:10]3[C:11](=[O:17])[N:12]([C:19]4[CH:24]=[CH:23][C:22]([O:25][S:26]([C:29]5[CH:30]=[CH:31][C:32]([CH3:35])=[CH:33][CH:34]=5)(=[O:28])=[O:27])=[C:21]([O:36][CH3:37])[CH:20]=4)[CH2:13][CH2:14][C:15]=3[N:16]=2)=[CH:4][CH:3]=1, predict the reactants needed to synthesize it. The reactants are: [Cl:1][C:2]1[CH:7]=[CH:6][C:5]([C:8]2[S:9][C:10]3[C:11](=[O:17])[NH:12][CH2:13][CH2:14][C:15]=3[N:16]=2)=[CH:4][CH:3]=1.Br[C:19]1[CH:24]=[CH:23][C:22]([O:25][S:26]([C:29]2[CH:34]=[CH:33][C:32]([CH3:35])=[CH:31][CH:30]=2)(=[O:28])=[O:27])=[C:21]([O:36][CH3:37])[CH:20]=1.C1(P(C2C=CC=CC=2)C2C3OC4C(=CC=CC=4P(C4C=CC=CC=4)C4C=CC=CC=4)C(C)(C)C=3C=CC=2)C=CC=CC=1.C([O-])([O-])=O.[Cs+].[Cs+].